From a dataset of Forward reaction prediction with 1.9M reactions from USPTO patents (1976-2016). Predict the product of the given reaction. (1) Given the reactants I[C:2]1[CH:3]=[C:4]([N:8]2[C:16]3[C:11](=[CH:12][C:13]([O:17][CH2:18][CH2:19][N:20]4[CH2:25][CH2:24][O:23][CH2:22][CH2:21]4)=[CH:14][CH:15]=3)[C:10]([C:26]([NH2:28])=[O:27])=[N:9]2)[CH:5]=[CH:6][CH:7]=1.[C:29]([C@:31]1([OH:38])[CH2:35][CH2:34][N:33]([CH3:36])[C:32]1=[O:37])#[CH:30], predict the reaction product. The product is: [OH:38][C@@:31]1([C:29]#[C:30][C:2]2[CH:3]=[C:4]([N:8]3[C:16]4[C:11](=[CH:12][C:13]([O:17][CH2:18][CH2:19][N:20]5[CH2:21][CH2:22][O:23][CH2:24][CH2:25]5)=[CH:14][CH:15]=4)[C:10]([C:26]([NH2:28])=[O:27])=[N:9]3)[CH:5]=[CH:6][CH:7]=2)[CH2:35][CH2:34][N:33]([CH3:36])[C:32]1=[O:37]. (2) Given the reactants [NH2:1][C:2]1[CH:7]=[CH:6][C:5]([S:8]([NH:11][CH3:12])(=[O:10])=[O:9])=[CH:4][CH:3]=1.[N:13]#CN.[CH2:16]([N:23]1[C:27]([C:28](=O)[CH:29]=[CH:30][N:31](C)[CH3:32])=[CH:26][N:25]=[C:24]1[CH3:35])[C:17]1[CH:22]=[CH:21][CH:20]=[CH:19][CH:18]=1.C[O-].[Na+], predict the reaction product. The product is: [CH2:16]([N:23]1[C:27]([C:28]2[CH:29]=[CH:30][N:31]=[C:32]([NH:1][C:2]3[CH:7]=[CH:6][C:5]([S:8](=[O:10])(=[O:9])[NH:11][CH3:12])=[CH:4][CH:3]=3)[N:13]=2)=[CH:26][N:25]=[C:24]1[CH3:35])[C:17]1[CH:22]=[CH:21][CH:20]=[CH:19][CH:18]=1. (3) Given the reactants [O:1]1[CH:5]=[CH:4][N:3]=[CH:2]1.C([Li])CCC.[Si](OS(C(F)(F)F)(=O)=O)(C)(C)C.[C:23]1([CH2:29][C:30](Cl)=[O:31])[CH:28]=[CH:27][CH:26]=[CH:25][CH:24]=1, predict the reaction product. The product is: [O:1]1[CH:5]=[CH:4][N:3]=[C:2]1[C:30](=[O:31])[CH2:29][C:23]1[CH:28]=[CH:27][CH:26]=[CH:25][CH:24]=1. (4) Given the reactants FC(F)(F)C(O)=O.[CH3:8][CH:9]1[N:16](C(OC(C)(C)C)=O)[CH2:15][C:12]2([CH2:14][CH2:13]2)[NH:11][C:10]1=[O:24], predict the reaction product. The product is: [CH3:8][CH:9]1[NH:16][CH2:15][C:12]2([CH2:14][CH2:13]2)[NH:11][C:10]1=[O:24]. (5) Given the reactants [F:1][C@H:2]1[C@@H:7]([NH:8][C:9](=[O:15])[O:10][C:11]([CH3:14])([CH3:13])[CH3:12])[CH2:6][CH2:5][N:4]([C:16]2[CH:17]=[CH:18][C:19]([F:30])=[C:20]3[C:25]=2[N:24]=[C:23](C=COC)[CH:22]=[CH:21]3)[CH2:3]1.Br[N:32]1[C:36](=O)[CH2:35][CH2:34][C:33]1=O.[OH2:39], predict the reaction product. The product is: [F:1][C@H:2]1[C@@H:7]([NH:8][C:9](=[O:15])[O:10][C:11]([CH3:13])([CH3:12])[CH3:14])[CH2:6][CH2:5][N:4]([C:16]2[CH:17]=[CH:18][C:19]([F:30])=[C:20]3[C:25]=2[N:24]=[C:23]([C:2]2[N:32]4[CH:36]=[CH:35][C:34]([O:39][CH2:12][CH2:11][O:10][CH3:9])=[CH:33][C:5]4=[N:4][CH:3]=2)[CH:22]=[CH:21]3)[CH2:3]1. (6) Given the reactants [CH3:1][C:2]([CH3:5])([O-])C.[K+].[C:7]1([SH:13])[CH:12]=[CH:11][CH:10]=[CH:9][CH:8]=1.BrC1CC1.O, predict the reaction product. The product is: [CH:5]1([S:13][C:7]2[CH:12]=[CH:11][CH:10]=[CH:9][CH:8]=2)[CH2:2][CH2:1]1. (7) Given the reactants Cl[C:2]1[C:11]2[C:6](=[CH:7][CH:8]=[CH:9][CH:10]=2)[N:5]=[CH:4][C:3]=1[N+:12]([O-:14])=[O:13].C(N(CC)CC)C.[NH2:22][CH2:23][CH2:24][CH2:25][CH2:26][OH:27].O, predict the reaction product. The product is: [N+:12]([C:3]1[CH:4]=[N:5][C:6]2[C:11]([C:2]=1[NH:22][CH2:23][CH2:24][CH2:25][CH2:26][OH:27])=[CH:10][CH:9]=[CH:8][CH:7]=2)([O-:14])=[O:13].